Dataset: Forward reaction prediction with 1.9M reactions from USPTO patents (1976-2016). Task: Predict the product of the given reaction. (1) Given the reactants [H-].[H-].[H-].[H-].[Li+].[Al+3].[Br:7][C:8]1[N:13]=[C:12]2[NH:14][CH:15]=[C:16]([CH:17]=O)[C:11]2=[CH:10][CH:9]=1, predict the reaction product. The product is: [Br:7][C:8]1[N:13]=[C:12]2[NH:14][CH:15]=[C:16]([CH3:17])[C:11]2=[CH:10][CH:9]=1. (2) Given the reactants C([O:4][C@H:5]1[C@H:20]([O:21]C(=O)C)[C@@H:19]([CH2:25][O:26]C(=O)C)[O:18][C@@H:7]([O:8][CH2:9][CH2:10][CH2:11][CH2:12][CH2:13][C:14]([O:16][CH3:17])=[O:15])[C@@H:6]1[N:30]1[C:34](=[O:35])[C:33]2=[CH:36][CH:37]=[CH:38][CH:39]=[C:32]2[C:31]1=[O:40])(=O)C.C[O-].[Na+].CO, predict the reaction product. The product is: [C:31]1(=[O:40])[N:30]([C@@H:6]2[C@@H:5]([OH:4])[C@H:20]([OH:21])[C@@H:19]([CH2:25][OH:26])[O:18][C@H:7]2[O:8][CH2:9][CH2:10][CH2:11][CH2:12][CH2:13][C:14]([O:16][CH3:17])=[O:15])[C:34](=[O:35])[C:33]2=[CH:36][CH:37]=[CH:38][CH:39]=[C:32]12. (3) Given the reactants [CH3:1]C(C)([O-])C.[K+].O=[C:8]1[CH2:11][N:10]([C:12]([O:14][C:15]([CH3:18])([CH3:17])[CH3:16])=[O:13])[CH2:9]1, predict the reaction product. The product is: [CH2:1]=[C:8]1[CH2:11][N:10]([C:12]([O:14][C:15]([CH3:18])([CH3:17])[CH3:16])=[O:13])[CH2:9]1. (4) Given the reactants [CH2:1]([N:3]([C:29](=O)[C:30]1[CH:35]=[CH:34][C:33]([OH:36])=[C:32]([F:37])[CH:31]=1)[C:4]1[CH:9]=[C:8]([O:10][CH3:11])[CH:7]=[CH:6][C:5]=1[C@@H:12]1[CH2:21][CH2:20][C:19]2[CH:18]=[C:17]([O:22]C(=O)C(C)(C)C)[CH:16]=[CH:15][C:14]=2[CH2:13]1)[CH3:2].Cl[CH2:40][C:41]([N:43]1[CH2:48][CH2:47][CH:46]([CH3:49])[CH2:45][CH2:44]1)=O, predict the reaction product. The product is: [CH2:1]([N:3]([CH2:29][C:30]1[CH:35]=[CH:34][C:33]([O:36][CH2:40][CH2:41][N:43]2[CH2:48][CH2:47][CH:46]([CH3:49])[CH2:45][CH2:44]2)=[C:32]([F:37])[CH:31]=1)[C:4]1[CH:9]=[C:8]([O:10][CH3:11])[CH:7]=[CH:6][C:5]=1[C@@H:12]1[CH2:21][CH2:20][C:19]2[CH:18]=[C:17]([OH:22])[CH:16]=[CH:15][C:14]=2[CH2:13]1)[CH3:2]. (5) Given the reactants Cl.NO.C([N:7](C(C)C)CC)(C)C.[Br:13][C:14]1[N:19]=[C:18]([NH:20][C:21]([NH:23]C(OCC)=O)=S)[CH:17]=[C:16]([CH3:29])[CH:15]=1, predict the reaction product. The product is: [Br:13][C:14]1[N:19]2[N:7]=[C:21]([NH2:23])[N:20]=[C:18]2[CH:17]=[C:16]([CH3:29])[CH:15]=1. (6) Given the reactants [CH2:1]([C@:3]12[C:16]3[C:11](=[CH:12][C:13]([OH:17])=[CH:14][CH:15]=3)[CH2:10][CH2:9][C@@H:8]1[CH2:7][C@@:6]([OH:24])([C:18]1[CH:19]=[N:20][CH:21]=[CH:22][CH:23]=1)[C:5](=[O:25])[CH2:4]2)[CH3:2].[CH3:26][Li].[I-].[Li+], predict the reaction product. The product is: [CH2:1]([C@:3]12[C:16]3[C:11](=[CH:12][C:13]([OH:17])=[CH:14][CH:15]=3)[CH2:10][CH2:9][C@@H:8]1[CH2:7][C@:6]([C:18]1[CH:19]=[N:20][CH:21]=[CH:22][CH:23]=1)([OH:24])[C@:5]([CH3:26])([OH:25])[CH2:4]2)[CH3:2]. (7) Given the reactants [Cl:1][C:2]1[CH:30]=[CH:29][CH:28]=[CH:27][C:3]=1[CH2:4][NH:5][C:6]([C:8]1[CH:13]=[CH:12][C:11]([C:14]2[CH:19]=[C:18]([C:20]3[O:21][C:22]([CH3:25])=[N:23][N:24]=3)[CH:17]=[CH:16][C:15]=2[CH3:26])=[CH:10][CH:9]=1)=[O:7].I[CH2:32][CH3:33], predict the reaction product. The product is: [Cl:1][C:2]1[CH:30]=[CH:29][CH:28]=[CH:27][C:3]=1[CH2:4][N:5]([CH2:32][CH3:33])[C:6]([C:8]1[CH:9]=[CH:10][C:11]([C:14]2[CH:19]=[C:18]([C:20]3[O:21][C:22]([CH3:25])=[N:23][N:24]=3)[CH:17]=[CH:16][C:15]=2[CH3:26])=[CH:12][CH:13]=1)=[O:7]. (8) Given the reactants Cl[CH2:2][CH2:3][O:4][C:5]1[CH:10]=[CH:9][C:8]([C:11]2[O:15][C:14]([C:16]3[C:21]([F:22])=[CH:20][CH:19]=[CH:18][C:17]=3[F:23])=[N:13][C:12]=2[C:24]([NH2:26])=[O:25])=[CH:7][CH:6]=1.[CH3:27][N:28]1[CH2:33][CH2:32][NH:31][CH2:30][CH2:29]1.C(N(CC)CC)C, predict the reaction product. The product is: [F:23][C:17]1[CH:18]=[CH:19][CH:20]=[C:21]([F:22])[C:16]=1[C:14]1[O:15][C:11]([C:8]2[CH:9]=[CH:10][C:5]([O:4][CH2:3][CH2:2][N:31]3[CH2:32][CH2:33][N:28]([CH3:27])[CH2:29][CH2:30]3)=[CH:6][CH:7]=2)=[C:12]([C:24]([NH2:26])=[O:25])[N:13]=1. (9) Given the reactants [CH2:1]([NH:8][C:9]1[C:18]2[C:13](=[CH:14][CH:15]=[CH:16][CH:17]=2)[N:12]=[C:11]([N:19]2[CH2:24][CH2:23][N:22](C(OC(C)(C)C)=O)[CH2:21][CH2:20]2)[N:10]=1)[C:2]1[CH:7]=[CH:6][CH:5]=[CH:4][CH:3]=1.C(O)(C(F)(F)F)=O, predict the reaction product. The product is: [CH2:1]([NH:8][C:9]1[C:18]2[C:13](=[CH:14][CH:15]=[CH:16][CH:17]=2)[N:12]=[C:11]([N:19]2[CH2:24][CH2:23][NH:22][CH2:21][CH2:20]2)[N:10]=1)[C:2]1[CH:3]=[CH:4][CH:5]=[CH:6][CH:7]=1.